Dataset: Peptide-MHC class I binding affinity with 185,985 pairs from IEDB/IMGT. Task: Regression. Given a peptide amino acid sequence and an MHC pseudo amino acid sequence, predict their binding affinity value. This is MHC class I binding data. (1) The peptide sequence is IRFPKTFGY. The MHC is HLA-B35:01 with pseudo-sequence HLA-B35:01. The binding affinity (normalized) is 0.151. (2) The peptide sequence is LAMITMHSW. The MHC is HLA-B15:17 with pseudo-sequence HLA-B15:17. The binding affinity (normalized) is 1.00. (3) The peptide sequence is GQQRSTLERTSKASL. The MHC is HLA-A68:02 with pseudo-sequence HLA-A68:02. The binding affinity (normalized) is 0.00596. (4) The peptide sequence is KEKGGLEGL. The MHC is HLA-B44:02 with pseudo-sequence HLA-B44:02. The binding affinity (normalized) is 0.341. (5) The peptide sequence is KFWYVNHTGF. The MHC is HLA-A23:01 with pseudo-sequence HLA-A23:01. The binding affinity (normalized) is 0.594. (6) The MHC is Mamu-A02 with pseudo-sequence Mamu-A02. The peptide sequence is VIPAKKII. The binding affinity (normalized) is 0. (7) The peptide sequence is LRCNDTNYSGF. The MHC is Mamu-B17 with pseudo-sequence Mamu-B17. The binding affinity (normalized) is 0.475.